Dataset: Peptide-MHC class I binding affinity with 185,985 pairs from IEDB/IMGT. Task: Regression. Given a peptide amino acid sequence and an MHC pseudo amino acid sequence, predict their binding affinity value. This is MHC class I binding data. (1) The peptide sequence is WAKLLKQKW. The MHC is HLA-B39:01 with pseudo-sequence HLA-B39:01. The binding affinity (normalized) is 0.0847. (2) The peptide sequence is QYAEMWAQDAA. The MHC is HLA-A23:01 with pseudo-sequence HLA-A23:01. The binding affinity (normalized) is 0. (3) The peptide sequence is HPYVFCALL. The MHC is HLA-B18:01 with pseudo-sequence HLA-B18:01. The binding affinity (normalized) is 0.0847. (4) The peptide sequence is AISRLRTQK. The MHC is HLA-B15:01 with pseudo-sequence HLA-B15:01. The binding affinity (normalized) is 0.0847.